This data is from Full USPTO retrosynthesis dataset with 1.9M reactions from patents (1976-2016). The task is: Predict the reactants needed to synthesize the given product. (1) The reactants are: [NH2:1][C:2]1[S:6][C:5]([CH2:7][CH3:8])=[N:4][C:3]=1[C:9]([O:11]CC)=O.ClC(Cl)(O[C:18](=[O:24])OC(Cl)(Cl)Cl)Cl.C(N(CC)CC)C.[C:33]1([CH2:39][CH2:40][NH2:41])[CH:38]=[CH:37][CH:36]=[CH:35][CH:34]=1. Given the product [CH2:7]([C:5]1[S:6][C:2]2[NH:1][C:18](=[O:24])[N:41]([CH2:40][CH2:39][C:33]3[CH:38]=[CH:37][CH:36]=[CH:35][CH:34]=3)[C:9](=[O:11])[C:3]=2[N:4]=1)[CH3:8], predict the reactants needed to synthesize it. (2) Given the product [Cl:25][C:24]1[C:23]([Cl:26])=[C:22]([CH3:27])[NH:21][C:20]=1[C:18]([NH:17][CH:14]1[CH2:15][CH2:16][N:11]([C:6]2[CH:5]=[C:4](/[C:1](=[N:35]/[OH:36])/[CH3:2])[CH:9]=[C:8]([Cl:10])[N:7]=2)[CH2:12][CH2:13]1)=[O:19], predict the reactants needed to synthesize it. The reactants are: [C:1]([C:4]1[CH:9]=[C:8]([Cl:10])[N:7]=[C:6]([N:11]2[CH2:16][CH2:15][CH:14]([NH:17][C:18]([C:20]3[NH:21][C:22]([CH3:27])=[C:23]([Cl:26])[C:24]=3[Cl:25])=[O:19])[CH2:13][CH2:12]2)[CH:5]=1)(=O)[CH3:2].N1C=CC=CC=1.Cl.[NH2:35][OH:36]. (3) Given the product [F:7][C:8]1[CH:9]=[CH:10][C:11]([C:27]([F:29])([F:28])[F:30])=[C:12]([CH:26]=1)[C:13]([N:15]1[CH2:16][CH2:17][N:18]([C:1](=[O:5])[C:2]([Cl:4])=[O:3])[CH2:19][CH2:20]1)=[O:14], predict the reactants needed to synthesize it. The reactants are: [C:1](Cl)(=[O:5])[C:2]([Cl:4])=[O:3].[F:7][C:8]1[CH:9]=[CH:10][C:11]([C:27]([F:30])([F:29])[F:28])=[C:12]([CH:26]=1)[C:13]([N:15]1[CH2:20][CH2:19][N:18](C(=O)C(O)=O)[CH2:17][CH2:16]1)=[O:14]. (4) Given the product [CH3:11][CH:12]1[CH2:17][CH2:16][C:15](=[O:18])[CH2:14][CH:13]1[S:7]([C:1]1[CH:6]=[CH:5][CH:4]=[CH:3][CH:2]=1)(=[O:9])=[O:8], predict the reactants needed to synthesize it. The reactants are: [C:1]1([S:7]([O-:9])=[O:8])[CH:6]=[CH:5][CH:4]=[CH:3][CH:2]=1.[Na+].[CH3:11][CH:12]1[CH2:17][CH2:16][C:15](=[O:18])[CH:14]=[CH:13]1.Cl. (5) Given the product [CH2:1]([O:9][CH2:10][CH:11]([C:18]1[CH:23]=[CH:22][CH:21]=[CH:20][CH:19]=1)[OH:12])[C:2]1[CH:7]=[CH:6][CH:5]=[CH:4][CH:3]=1, predict the reactants needed to synthesize it. The reactants are: [C:1]([O:9][CH2:10][CH:11]=[O:12])(=O)[C:2]1[CH:7]=[CH:6][CH:5]=[CH:4][CH:3]=1.C1COCC1.[C:18]1([Mg]Br)[CH:23]=[CH:22][CH:21]=[CH:20][CH:19]=1. (6) Given the product [F:32][C:29]1([F:33])[CH2:28][CH2:27][CH:26]([CH:19]([C:20]2[CH:25]=[CH:24][CH:23]=[CH:22][CH:21]=2)[N:5]2[C:6]3[CH:7]=[C:8]([S:15]([CH3:18])(=[O:16])=[O:17])[CH:9]=[CH:10][C:11]=3[C:12]3[N:13]=[CH:14][C:2]([C:39]4[C:35]([CH3:34])=[N:36][O:37][C:38]=4[CH3:49])=[CH:3][C:4]2=3)[CH2:31][CH2:30]1, predict the reactants needed to synthesize it. The reactants are: Br[C:2]1[CH:14]=[N:13][C:12]2[C:11]3[CH:10]=[CH:9][C:8]([S:15]([CH3:18])(=[O:17])=[O:16])=[CH:7][C:6]=3[N:5]([CH:19]([CH:26]3[CH2:31][CH2:30][C:29]([F:33])([F:32])[CH2:28][CH2:27]3)[C:20]3[CH:25]=[CH:24][CH:23]=[CH:22][CH:21]=3)[C:4]=2[CH:3]=1.[CH3:34][C:35]1[C:39](B2OC(C)(C)C(C)(C)O2)=[C:38]([CH3:49])[O:37][N:36]=1.P([O-])([O-])([O-])=O.[K+].[K+].[K+]. (7) Given the product [Br:1][C:2]1[CH:7]=[N:6][C:5]([O:8][C:9]2[CH:10]=[C:11]([CH:21]=[CH:22][CH:23]=2)[CH:12]=[C:51]2[CH2:52][CH2:53][N:48]([C:46]([O:45][C:41]([CH3:44])([CH3:43])[CH3:42])=[O:47])[CH2:49][CH2:50]2)=[N:4][CH:3]=1, predict the reactants needed to synthesize it. The reactants are: [Br:1][C:2]1[CH:3]=[N:4][C:5]([O:8][C:9]2[CH:10]=[C:11]([CH:21]=[CH:22][CH:23]=2)[CH2:12]P(=O)(OCC)OCC)=[N:6][CH:7]=1.O1CCOCCOCCOCCOCC1.[H-].[Na+].[C:41]([O:45][C:46]([N:48]1[CH2:53][CH2:52][C:51](=O)[CH2:50][CH2:49]1)=[O:47])([CH3:44])([CH3:43])[CH3:42].